This data is from Full USPTO retrosynthesis dataset with 1.9M reactions from patents (1976-2016). The task is: Predict the reactants needed to synthesize the given product. (1) The reactants are: [CH3:1][C:2]1([CH3:14])[C:6]([CH3:8])([CH3:7])[O:5][B:4]([C:9]2[CH:10]=[N:11][NH:12][CH:13]=2)[O:3]1.Br[CH2:16][CH:17]1[CH2:21][CH2:20][N:19]([C:22]([O:24][C:25]([CH3:28])([CH3:27])[CH3:26])=[O:23])[CH2:18]1.C(=O)([O-])[O-].[Cs+].[Cs+].CN(C)C=O. Given the product [CH3:1][C:2]1([CH3:14])[C:6]([CH3:7])([CH3:8])[O:5][B:4]([C:9]2[CH:13]=[N:12][N:11]([CH2:16][CH:17]3[CH2:21][CH2:20][N:19]([C:22]([O:24][C:25]([CH3:26])([CH3:28])[CH3:27])=[O:23])[CH2:18]3)[CH:10]=2)[O:3]1, predict the reactants needed to synthesize it. (2) Given the product [Br:13][C:9]1[CH:8]=[C:7]([C:15]([C:17]2[CH:22]=[CH:21][C:20]([O:23][CH3:24])=[C:19]([Cl:25])[CH:18]=2)=[CH2:14])[CH:12]=[CH:11][CH:10]=1, predict the reactants needed to synthesize it. The reactants are: C([Li])CCC.Br[C:7]1[CH:12]=[CH:11][CH:10]=[C:9]([Br:13])[CH:8]=1.[CH3:14][C:15]([C:17]1[CH:22]=[CH:21][C:20]([O:23][CH3:24])=[C:19]([Cl:25])[CH:18]=1)=O. (3) Given the product [CH3:1][O:2][C:3]1[C:8]([CH2:9][CH2:10][OH:11])=[CH:7][CH:6]=[CH:5][N:4]=1, predict the reactants needed to synthesize it. The reactants are: [CH3:1][O:2][C:3]1[C:8]([CH2:9][C:10](O)=[O:11])=[CH:7][CH:6]=[CH:5][N:4]=1.[H-].[Al+3].[Li+].[H-].[H-].[H-].C1COCC1.[OH-].[Na+].